From a dataset of Full USPTO retrosynthesis dataset with 1.9M reactions from patents (1976-2016). Predict the reactants needed to synthesize the given product. (1) Given the product [Cl:1][C:2]1[N:3]=[C:4]([N:14]2[CH2:15][CH2:16][O:17][CH2:18][CH2:19]2)[C:5]2[N:11]=[C:10]([CH:12]=[O:13])[CH:9]=[CH:8][C:6]=2[N:7]=1, predict the reactants needed to synthesize it. The reactants are: [Cl:1][C:2]1[N:3]=[C:4]([N:14]2[CH2:19][CH2:18][O:17][CH2:16][CH2:15]2)[C:5]2[N:11]=[C:10]([CH2:12][OH:13])[CH:9]=[CH:8][C:6]=2[N:7]=1.[Cr](Cl)([O-])(=O)=O.[NH+]1C=CC=CC=1. (2) Given the product [OH:1][CH:2]1[O:9][C@H:8]([CH2:10][OH:11])[C@@H:6]([OH:7])[C@H:4]([OH:5])[C@H:3]1[NH:12][C:13]([CH3:15])=[O:14], predict the reactants needed to synthesize it. The reactants are: [OH:1][CH:2]1[O:9][C@H:8]([CH2:10][OH:11])[C@H:6]([OH:7])[C@H:4]([OH:5])[C@H:3]1[NH:12][C:13]([CH3:15])=[O:14].O=C[C@@H]([C@H]([C@H]([C@@H](CO)O)O)O)O. (3) Given the product [CH3:17][O:16][C:10]1[CH:9]=[C:8]2[C:13](=[CH:12][C:11]=1[O:14][CH3:15])[C:4](=[O:3])[NH:5][CH:6]=[C:7]2[C:18]#[N:19], predict the reactants needed to synthesize it. The reactants are: C([O:3][C:4](=O)[NH:5][CH:6]=[C:7]([C:18]#[N:19])[C:8]1[CH:13]=[CH:12][C:11]([O:14][CH3:15])=[C:10]([O:16][CH3:17])[CH:9]=1)C.S(=O)(=O)(O)O. (4) Given the product [CH3:19][O:18][CH2:17][C@@H:9]1[C@H:10]([C:11]2[CH:16]=[CH:15][CH:14]=[CH:13][CH:12]=2)[C@@:8]1([C:20](=[O:25])[N:21]([O:23][CH3:24])[CH3:22])[C:6]([OH:7])=[O:5], predict the reactants needed to synthesize it. The reactants are: C([O:5][C:6]([C@:8]1([C:20](=[O:25])[N:21]([O:23][CH3:24])[CH3:22])[C@@H:10]([C:11]2[CH:16]=[CH:15][CH:14]=[CH:13][CH:12]=2)[C@H:9]1[CH2:17][O:18][CH3:19])=[O:7])(C)(C)C.